From a dataset of Retrosynthesis with 50K atom-mapped reactions and 10 reaction types from USPTO. Predict the reactants needed to synthesize the given product. (1) Given the product O=S(=O)(NCCN1CCC(Oc2ccc(F)c(F)c2)CC1)c1ccc(-c2ccccn2)s1, predict the reactants needed to synthesize it. The reactants are: NCCN1CCC(Oc2ccc(F)c(F)c2)CC1.O=S(=O)(Cl)c1ccc(-c2ccccn2)s1. (2) Given the product O=C(CCl)N1CCN(c2ccc(O)cc2)CC1, predict the reactants needed to synthesize it. The reactants are: O=C(CCl)OC(=O)CCl.Oc1ccc(N2CCNCC2)cc1. (3) The reactants are: CCOC(=O)Cn1nc(C(=O)C(C)C)c2ccc(OC)cc21. Given the product COc1ccc2c(C(=O)C(C)C)nn(CC(=O)O)c2c1, predict the reactants needed to synthesize it. (4) Given the product CC(=O)N1CCN(c2ccc(CCc3ccc(C(=O)O)s3)nc2)CC1, predict the reactants needed to synthesize it. The reactants are: COC(=O)c1ccc(CCc2ccc(N3CCN(C(C)=O)CC3)cn2)s1.